This data is from Catalyst prediction with 721,799 reactions and 888 catalyst types from USPTO. The task is: Predict which catalyst facilitates the given reaction. Reactant: [Cl:1][C:2]1[N:3]=[C:4](Cl)[C:5]2[CH:10]=[CH:9][NH:8][C:6]=2[N:7]=1.[NH:12]1[CH2:17][CH2:16][CH2:15][CH2:14][CH2:13]1. Product: [Cl:1][C:2]1[N:3]=[C:4]([N:12]2[CH2:17][CH2:16][CH2:15][CH2:14][CH2:13]2)[C:5]2[CH:10]=[CH:9][NH:8][C:6]=2[N:7]=1. The catalyst class is: 14.